From a dataset of Full USPTO retrosynthesis dataset with 1.9M reactions from patents (1976-2016). Predict the reactants needed to synthesize the given product. (1) Given the product [CH3:35][C:2]1[CH:3]=[CH:4][C:5]([O:13][CH2:14][C:15]2[CH:16]=[CH:17][C:18]([O:21][CH2:22][C:23]3[N:24]=[C:25]([C:29]4[CH:30]=[CH:31][CH:32]=[CH:33][CH:34]=4)[O:26][C:27]=3[CH3:28])=[CH:19][CH:20]=2)=[C:6]([CH2:8][C:9]([O:11][CH3:12])=[O:10])[CH:7]=1, predict the reactants needed to synthesize it. The reactants are: Br[C:2]1[CH:3]=[CH:4][C:5]([O:13][CH2:14][C:15]2[CH:20]=[CH:19][C:18]([O:21][CH2:22][C:23]3[N:24]=[C:25]([C:29]4[CH:34]=[CH:33][CH:32]=[CH:31][CH:30]=4)[O:26][C:27]=3[CH3:28])=[CH:17][CH:16]=2)=[C:6]([CH2:8][C:9]([O:11][CH3:12])=[O:10])[CH:7]=1.[CH3:35][Sn](C)(C)C. (2) Given the product [C:1]([C:5]1[CH:6]=[CH:7][C:8]([O:11][CH2:15][C@H:13]2[CH2:12][O:14]2)=[CH:9][CH:10]=1)([CH3:4])([CH3:2])[CH3:3], predict the reactants needed to synthesize it. The reactants are: [C:1]([C:5]1[CH:10]=[CH:9][C:8]([OH:11])=[CH:7][CH:6]=1)([CH3:4])([CH3:3])[CH3:2].[CH2:12]1[O:14][C@@H:13]1[CH2:15]Cl. (3) Given the product [N:10]1([C:2]2[CH:7]=[CH:6][CH:5]=[C:4]([Cl:8])[N:3]=2)[CH2:13][CH2:12][CH2:11]1, predict the reactants needed to synthesize it. The reactants are: Cl[C:2]1[CH:7]=[CH:6][CH:5]=[C:4]([Cl:8])[N:3]=1.Cl.[NH:10]1[CH2:13][CH2:12][CH2:11]1.C([O-])([O-])=O.[K+].[K+].O. (4) Given the product [Br-:1].[CH3:37][S:38]([O:2][C:3]1[CH:8]=[CH:7][C:6]([C:9](=[O:36])[CH2:10][N+:11]23[CH2:16][CH2:15][CH:14]([CH2:17][CH2:18]2)[C@@H:13]([O:19][C:20](=[O:35])[C@@H:21]([C:29]2[CH:30]=[CH:31][CH:32]=[CH:33][CH:34]=2)[NH:22][C:23]2[CH:24]=[CH:25][CH:26]=[CH:27][CH:28]=2)[CH2:12]3)=[CH:5][CH:4]=1)(=[O:40])=[O:39], predict the reactants needed to synthesize it. The reactants are: [Br-:1].[OH:2][C:3]1[CH:8]=[CH:7][C:6]([C:9](=[O:36])[CH2:10][N+:11]23[CH2:18][CH2:17][CH:14]([CH2:15][CH2:16]2)[C@@H:13]([O:19][C:20](=[O:35])[C@@H:21]([C:29]2[CH:34]=[CH:33][CH:32]=[CH:31][CH:30]=2)[NH:22][C:23]2[CH:28]=[CH:27][CH:26]=[CH:25][CH:24]=2)[CH2:12]3)=[CH:5][CH:4]=1.[CH3:37][S:38](Cl)(=[O:40])=[O:39].CC#N.O. (5) Given the product [CH2:29]([O:36][C:37]1[C:38]([O:48][CH3:49])=[CH:39][C:40]([Br:47])=[C:41]([NH:43][C:44](=[S:16])[CH3:45])[CH:42]=1)[C:30]1[CH:35]=[CH:34][CH:33]=[CH:32][CH:31]=1, predict the reactants needed to synthesize it. The reactants are: N1C=CC=CC=1.COC1C=CC(P2(SP(C3C=CC(OC)=CC=3)(=S)S2)=[S:16])=CC=1.[CH2:29]([O:36][C:37]1[C:38]([O:48][CH3:49])=[CH:39][C:40]([Br:47])=[C:41]([NH:43][C:44](=O)[CH3:45])[CH:42]=1)[C:30]1[CH:35]=[CH:34][CH:33]=[CH:32][CH:31]=1. (6) Given the product [CH:29]1([C@@H:4]([N:5]2[C:14](=[O:15])[C:13]3[C:8](=[CH:9][CH:10]=[CH:11][CH:12]=3)[N:7]([CH2:16][C:17]3[C:25]4[C:20](=[CH:21][CH:22]=[CH:23][C:24]=4[CH3:26])[N:19]([CH3:27])[CH:18]=3)[C:6]2=[O:28])[C:3]([OH:35])=[O:2])[CH2:34][CH2:33][CH2:32][CH2:31][CH2:30]1, predict the reactants needed to synthesize it. The reactants are: C[O:2][C:3](=[O:35])[C@@H:4]([CH:29]1[CH2:34][CH2:33][CH2:32][CH2:31][CH2:30]1)[N:5]1[C:14](=[O:15])[C:13]2[C:8](=[CH:9][CH:10]=[CH:11][CH:12]=2)[N:7]([CH2:16][C:17]2[C:25]3[C:20](=[CH:21][CH:22]=[CH:23][C:24]=3[CH3:26])[N:19]([CH3:27])[CH:18]=2)[C:6]1=[O:28]. (7) Given the product [OH:16][CH2:17][C@H:18]1[CH2:22][CH2:21][CH2:20][N:19]1[CH2:23][CH2:24][CH2:15][C:14]1[NH:3][C:4](=[O:13])[C:5]2[C:6]([CH:12]=1)=[CH:7][CH:8]=[CH:9][CH:10]=2, predict the reactants needed to synthesize it. The reactants are: C([N:3]([CH2:14][CH3:15])[C:4](=[O:13])[C:5]1[CH:10]=[CH:9][CH:8]=[C:7](C)[C:6]=1[CH3:12])C.[OH:16][CH2:17][C@H:18]1[CH2:22][CH2:21][CH2:20][N:19]1[CH2:23][CH2:24]CC#N.